This data is from Catalyst prediction with 721,799 reactions and 888 catalyst types from USPTO. The task is: Predict which catalyst facilitates the given reaction. (1) Reactant: [C:1]([O:6][CH2:7][CH3:8])(=[O:5])[C@H:2]([CH3:4])[OH:3].N1C=CN=C1.[Si:14](Cl)([C:17]([CH3:20])([CH3:19])[CH3:18])([CH3:16])[CH3:15]. Product: [Si:14]([O:3][C@@H:2]([CH3:4])[C:1]([O:6][CH2:7][CH3:8])=[O:5])([C:17]([CH3:20])([CH3:19])[CH3:18])([CH3:16])[CH3:15]. The catalyst class is: 18. (2) Product: [F:36][C:33]([F:34])([F:35])[O:32][C:29]1[CH:28]=[CH:27][C:26]([N:20]2[CH2:21][CH:22]3[N:17]([S:14]([C:11]4[CH:10]=[CH:9][CH:8]=[C:7]5[C:12]=4[CH2:13][CH:5]([C:3]([OH:4])=[O:2])[CH2:6]5)(=[O:16])=[O:15])[CH:18]([CH2:25][CH2:24][CH2:23]3)[CH2:19]2)=[CH:31][CH:30]=1. Reactant: C[O:2][C:3]([CH:5]1[CH2:13][C:12]2[C:7](=[CH:8][CH:9]=[CH:10][C:11]=2[S:14]([N:17]2[CH:22]3[CH2:23][CH2:24][CH2:25][CH:18]2[CH2:19][N:20]([C:26]2[CH:31]=[CH:30][C:29]([O:32][C:33]([F:36])([F:35])[F:34])=[CH:28][CH:27]=2)[CH2:21]3)(=[O:16])=[O:15])[CH2:6]1)=[O:4].[Li+].[OH-].O1CCCC1.FC(F)(F)C1C=CC(C2CCNCC=2)=CC=1. The catalyst class is: 5.